From a dataset of Reaction yield outcomes from USPTO patents with 853,638 reactions. Predict the reaction yield, written as a fraction of the theoretical maximum amount of product (1.0 means a 100% yield; for example, 0.34 means a 34% yield). (1) The reactants are [F:1][C:2]1[CH:7]=[C:6]([OH:8])[C:5]([F:9])=[CH:4][C:3]=1[NH:10][C:11]([C:13]1[C:14](=[O:26])[N:15]([C:20]2[CH:25]=[CH:24][CH:23]=[CH:22][CH:21]=2)[N:16]([CH3:19])[C:17]=1[CH3:18])=[O:12].CC([O-])(C)C.[K+].[Cl:33][C:34]1[C:35]([C:41]([NH2:43])=[O:42])=[N:36][CH:37]=[CH:38][C:39]=1Cl. The catalyst is CN(C=O)C. The product is [Cl:33][C:34]1[C:35]([C:41]([NH2:43])=[O:42])=[N:36][CH:37]=[CH:38][C:39]=1[O:8][C:6]1[CH:7]=[C:2]([F:1])[C:3]([NH:10][C:11]([C:13]2[C:14](=[O:26])[N:15]([C:20]3[CH:21]=[CH:22][CH:23]=[CH:24][CH:25]=3)[N:16]([CH3:19])[C:17]=2[CH3:18])=[O:12])=[CH:4][C:5]=1[F:9]. The yield is 0.600. (2) The reactants are C(OC(=O)[NH:7][CH2:8][C:9]1[CH:14]=[CH:13][CH:12]=[C:11]([CH:15]2[CH2:20][CH2:19][N:18]([C:21]([C:23]3[O:24][C:25]([C:28]#[C:29][C:30]4[CH:35]=[CH:34][CH:33]=[CH:32][C:31]=4[F:36])=[CH:26][CH:27]=3)=[O:22])[CH2:17][CH2:16]2)[CH:10]=1)(C)(C)C.[CH3:38][S:39]([OH:42])(=[O:41])=[O:40].C(=O)=O. The catalyst is CC(O)C. The product is [CH3:38][S:39]([OH:42])(=[O:41])=[O:40].[NH2:7][CH2:8][C:9]1[CH:10]=[C:11]([CH:15]2[CH2:20][CH2:19][N:18]([C:21]([C:23]3[O:24][C:25]([C:28]#[C:29][C:30]4[CH:35]=[CH:34][CH:33]=[CH:32][C:31]=4[F:36])=[CH:26][CH:27]=3)=[O:22])[CH2:17][CH2:16]2)[CH:12]=[CH:13][CH:14]=1. The yield is 0.894. (3) The reactants are [F:1][C:2]1[CH:3]=[C:4]([C@H:10]([NH:13][C:14]2[CH:19]=[CH:18][N:17]3[N:20]=[CH:21][C:22]([C:23]([OH:25])=O)=[C:16]3[N:15]=2)[CH2:11][OH:12])[C:5]([O:8][CH3:9])=[N:6][CH:7]=1.C1C=CC2N(O)N=NC=2C=1.CCN=C=NCCCN(C)C.C(N(CC)CC)C.Cl.[Cl:55][CH2:56][CH2:57][CH2:58][NH2:59]. The catalyst is C(Cl)Cl.CN(C=O)C. The product is [Cl:55][CH2:56][CH2:57][CH2:58][NH:59][C:23]([C:22]1[CH:21]=[N:20][N:17]2[CH:18]=[CH:19][C:14]([NH:13][C@@H:10]([C:4]3[C:5]([O:8][CH3:9])=[N:6][CH:7]=[C:2]([F:1])[CH:3]=3)[CH2:11][OH:12])=[N:15][C:16]=12)=[O:25]. The yield is 0.990. (4) The reactants are [C:1]([C:3]1[CH:4]=[C:5]([S:9]([N:12]2[C:16]([C:17]3[C:18]([F:23])=[N:19][CH:20]=[CH:21][CH:22]=3)=[C:15]([F:24])[C:14]([CH2:25][N:26](C)[C:27](=O)OC(C)(C)C)=[CH:13]2)(=[O:11])=[O:10])[CH:6]=[CH:7][CH:8]=1)#[N:2].C(OCC)(=O)C.[ClH:41]. The catalyst is C(OCC)(=O)C.CC(O)C. The product is [ClH:41].[F:24][C:15]1[C:14]([CH2:25][NH:26][CH3:27])=[CH:13][N:12]([S:9]([C:5]2[CH:4]=[C:3]([CH:8]=[CH:7][CH:6]=2)[C:1]#[N:2])(=[O:11])=[O:10])[C:16]=1[C:17]1[C:18]([F:23])=[N:19][CH:20]=[CH:21][CH:22]=1. The yield is 0.650. (5) The reactants are [CH:1]([C:3]1[N:8]=[N:7][C:6]2[S:9][CH2:10][CH2:11][O:12][C:5]=2[CH:4]=1)=C.I([O-])(=O)(=O)=[O:14].[Na+].C(=O)(O)[O-].[Na+]. The catalyst is O1CCOCC1.O.[Os](=O)(=O)(=O)=O. The product is [N:7]1[C:6]2[S:9][CH2:10][CH2:11][O:12][C:5]=2[CH:4]=[C:3]([CH:1]=[O:14])[N:8]=1. The yield is 0.310.